Dataset: Full USPTO retrosynthesis dataset with 1.9M reactions from patents (1976-2016). Task: Predict the reactants needed to synthesize the given product. (1) Given the product [CH3:1][O:2][C:3]1[CH:25]=[CH:24][C:23]([O:26][CH3:27])=[CH:22][C:4]=1[C:5](=[O:21])[CH:6]=[CH:7][C:8]1[CH:9]=[CH:10][C:11]([OH:14])=[CH:12][CH:13]=1, predict the reactants needed to synthesize it. The reactants are: [CH3:1][O:2][C:3]1[CH:25]=[CH:24][C:23]([O:26][CH3:27])=[CH:22][C:4]=1[C:5](=[O:21])[CH:6]=[CH:7][C:8]1[CH:13]=[CH:12][C:11]([O:14]C2CCCCO2)=[CH:10][CH:9]=1.C1(C)C=CC(S(O)(=O)=O)=CC=1. (2) Given the product [N:34]([CH2:6][C@@H:7]1[O:11][C:10](=[O:12])[N:9]([C:13]2[CH:18]=[CH:17][C:16]([N:19]3[CH:23]=[C:22]([C:24]([CH3:32])([CH3:31])[O:25][SiH2:26][C:27]([CH3:28])([CH3:30])[CH3:29])[CH:21]=[N:20]3)=[C:15]([F:33])[CH:14]=2)[CH2:8]1)=[N+:35]=[N-:36], predict the reactants needed to synthesize it. The reactants are: CS(O[CH2:6][C@@H:7]1[O:11][C:10](=[O:12])[N:9]([C:13]2[CH:18]=[CH:17][C:16]([N:19]3[CH:23]=[C:22]([C:24]([CH3:32])([CH3:31])[O:25][SiH2:26][C:27]([CH3:30])([CH3:29])[CH3:28])[CH:21]=[N:20]3)=[C:15]([F:33])[CH:14]=2)[CH2:8]1)(=O)=O.[N-:34]=[N+:35]=[N-:36].[Na+]. (3) Given the product [CH2:1]([O:3][C:4]([C:6]1[N:7]([CH2:14][CH:15]2[CH2:16][CH2:17]2)[CH:8]=[C:9]([NH2:11])[N:10]=1)=[O:5])[CH3:2], predict the reactants needed to synthesize it. The reactants are: [CH2:1]([O:3][C:4]([C:6]1[N:7]([CH2:14][CH:15]2[CH2:17][CH2:16]2)[CH:8]=[C:9]([N+:11]([O-])=O)[N:10]=1)=[O:5])[CH3:2].[H][H]. (4) Given the product [NH2:7][CH2:8][CH:9]([C:30]1[CH:35]=[CH:34][C:33]([C:36]2[CH:41]=[CH:40][CH:39]=[CH:38][C:37]=2[CH2:42][CH2:43][C:44]#[N:45])=[CH:32][C:31]=1[CH3:46])[CH2:10][C:11]1[CH:12]=[CH:13][C:14]([O:17][CH2:18][CH2:19][O:20][C:21]2[C:26]([Cl:27])=[CH:25][C:24]([CH3:28])=[CH:23][C:22]=2[Cl:29])=[CH:15][CH:16]=1, predict the reactants needed to synthesize it. The reactants are: C(OC(=O)[NH:7][CH2:8][CH:9]([C:30]1[CH:35]=[CH:34][C:33]([C:36]2[CH:41]=[CH:40][CH:39]=[CH:38][C:37]=2[CH2:42][CH2:43][C:44]#[N:45])=[CH:32][C:31]=1[CH3:46])[CH2:10][C:11]1[CH:16]=[CH:15][C:14]([O:17][CH2:18][CH2:19][O:20][C:21]2[C:26]([Cl:27])=[CH:25][C:24]([CH3:28])=[CH:23][C:22]=2[Cl:29])=[CH:13][CH:12]=1)(C)(C)C.I[Si](C)(C)C.C([O-])(O)=O.[Na+]. (5) Given the product [CH:4]1([CH2:7][N:8]2[CH2:25][CH2:24][C@@:15]34[C:16]5[C:17]([OH:23])=[CH:18][CH:19]=[CH:20][C:21]=5[CH2:22][C@@H:9]2[C@:10]3([O:27][CH2:28][CH2:29][CH2:30][C:31]2[CH:32]=[CH:33][CH:34]=[CH:35][CH:36]=2)[CH2:11][CH2:12][C:13](=[O:26])[CH2:14]4)[CH2:5][CH2:6]1, predict the reactants needed to synthesize it. The reactants are: [NH4+].[Cl-].Cl.[CH:4]1([CH2:7][N:8]2[CH2:25][CH2:24][C@:15]34[C:16]5[C:17]6[O:23][C@H:14]3[C:13](=[O:26])[CH2:12][CH2:11][C@@:10]4([O:27][CH2:28][CH2:29][CH2:30][C:31]3[CH:36]=[CH:35][CH:34]=[CH:33][CH:32]=3)[C@H:9]2[CH2:22][C:21]=5[CH:20]=[CH:19][CH:18]=6)[CH2:6][CH2:5]1. (6) Given the product [OH:1][C:2]1[CH:7]=[CH:6][C:5]([N:8]=[N:9][C:10]2[CH:15]=[CH:14][C:13]([S:16]([CH3:19])(=[O:18])=[O:17])=[CH:12][CH:11]=2)=[C:4]([CH3:20])[CH:3]=1, predict the reactants needed to synthesize it. The reactants are: [OH:1][C:2]1[CH:7]=[CH:6][C:5]([N:8]=[N:9][C:10]2[CH:15]=[CH:14][C:13]([S:16]([CH3:19])(=[O:18])=[O:17])=[CH:12][CH:11]=2)=[CH:4][CH:3]=1.[CH:20]1C(O)=CC=CC=1C.[OH-].[K+].CC(O)=O.